Dataset: Cav3 T-type calcium channel HTS with 100,875 compounds. Task: Binary Classification. Given a drug SMILES string, predict its activity (active/inactive) in a high-throughput screening assay against a specified biological target. The drug is O=C(N1CCN(CC1)c1nnc(c2c1cccc2)c1ccccc1)COc1ccc(cc1)C. The result is 1 (active).